Dataset: Reaction yield outcomes from USPTO patents with 853,638 reactions. Task: Predict the reaction yield, written as a fraction of the theoretical maximum amount of product (1.0 means a 100% yield; for example, 0.34 means a 34% yield). (1) The reactants are Br[C:2]1[CH:3]=[C:4]([CH:9]=[CH:10][CH:11]=1)[C:5]([O:7][CH3:8])=[O:6].[C:12]1(B(O)O)[CH:17]=[CH:16][CH:15]=[CH:14][CH:13]=1.C([O-])([O-])=O.[Na+].[Na+].C(O)C. The catalyst is C1C=CC([P]([Pd]([P](C2C=CC=CC=2)(C2C=CC=CC=2)C2C=CC=CC=2)([P](C2C=CC=CC=2)(C2C=CC=CC=2)C2C=CC=CC=2)[P](C2C=CC=CC=2)(C2C=CC=CC=2)C2C=CC=CC=2)(C2C=CC=CC=2)C2C=CC=CC=2)=CC=1.C1(C)C=CC=CC=1. The product is [C:12]1([C:2]2[CH:3]=[C:4]([CH:9]=[CH:10][CH:11]=2)[C:5]([O:7][CH3:8])=[O:6])[CH:17]=[CH:16][CH:15]=[CH:14][CH:13]=1. The yield is 0.960. (2) The reactants are ClC1C=C(C=C(Cl)C=1)C(NN)=O.[Cl:13][C:14]1[CH:15]=[C:16]([CH:25]=[C:26]([Cl:28])[CH:27]=1)[C:17]([NH:19][NH:20][C:21](=[O:24])[CH2:22][Cl:23])=O.C(Cl)CCl.C1C=CC2N(O)N=NC=2C=1. The catalyst is C(Cl)Cl. The product is [Cl:23][CH2:22][C:21]1[O:24][C:17]([C:16]2[CH:15]=[C:14]([Cl:13])[CH:27]=[C:26]([Cl:28])[CH:25]=2)=[N:19][N:20]=1. The yield is 0.500.